This data is from Forward reaction prediction with 1.9M reactions from USPTO patents (1976-2016). The task is: Predict the product of the given reaction. (1) Given the reactants [C:1]([O:5][C:6]([N:8]1[CH2:16][CH2:15][N:14]2[C@@H:10]([CH2:11][O:12]S2(=O)=O)[CH2:9]1)=[O:7])([CH3:4])([CH3:3])[CH3:2].[C:19]1([O-])[CH:24]=[CH:23][CH:22]=[CH:21][CH:20]=1.[Na+].Cl, predict the reaction product. The product is: [C:1]([O:5][C:6]([N:8]1[CH2:16][CH2:15][NH:14][C@@H:10]([CH2:11][O:12][C:19]2[CH:24]=[CH:23][CH:22]=[CH:21][CH:20]=2)[CH2:9]1)=[O:7])([CH3:4])([CH3:3])[CH3:2]. (2) Given the reactants [O:1]1[CH2:3][C@H:2]1[CH2:4]OS(C1C=CC=C([N+]([O-])=O)C=1)(=O)=O.[CH:18]1([NH:21][C:22](=[O:50])[C:23]2[CH:28]=[CH:27][C:26]([O:29][C:30]([C:43]3[CH:48]=[CH:47][CH:46]=[CH:45][CH:44]=3)([C:37]3[CH:42]=[CH:41][CH:40]=[CH:39][CH:38]=3)[C:31]3[CH:36]=[CH:35][CH:34]=[CH:33][CH:32]=3)=[CH:25][C:24]=2[OH:49])[CH2:20][CH2:19]1.C(=O)([O-])[O-].[Cs+].[Cs+], predict the reaction product. The product is: [CH:18]1([NH:21][C:22](=[O:50])[C:23]2[CH:28]=[CH:27][C:26]([O:29][C:30]([C:31]3[CH:36]=[CH:35][CH:34]=[CH:33][CH:32]=3)([C:37]3[CH:38]=[CH:39][CH:40]=[CH:41][CH:42]=3)[C:43]3[CH:44]=[CH:45][CH:46]=[CH:47][CH:48]=3)=[CH:25][C:24]=2[O:49][CH2:4][C@@H:2]2[CH2:3][O:1]2)[CH2:19][CH2:20]1. (3) Given the reactants [CH3:1][O:2][C:3](=[O:15])[C:4]1[CH:9]=[C:8]([S:10](Cl)(=[O:12])=[O:11])[CH:7]=[C:6]([Cl:14])[CH:5]=1.[CH3:16][NH:17][CH3:18].CCN(CC)CC, predict the reaction product. The product is: [CH3:1][O:2][C:3](=[O:15])[C:4]1[CH:9]=[C:8]([S:10](=[O:12])(=[O:11])[N:17]([CH3:18])[CH3:16])[CH:7]=[C:6]([Cl:14])[CH:5]=1.